The task is: Predict the reaction yield, written as a fraction of the theoretical maximum amount of product (1.0 means a 100% yield; for example, 0.34 means a 34% yield).. This data is from Reaction yield outcomes from USPTO patents with 853,638 reactions. The reactants are [CH2:1]([P:17](=[O:20])([OH:19])[OH:18])[CH2:2][CH2:3][CH2:4][CH2:5][CH2:6][CH2:7][CH2:8][CH2:9][CH2:10][CH2:11][CH2:12][CH2:13][CH2:14][CH2:15][CH3:16].[OH-].[Na+].[Cl-].[Ca+2:24].[Cl-]. The catalyst is CCCCCC. The product is [Ca+2:24].[CH2:1]([P:17](=[O:18])([O-:20])[O-:19])[CH2:2][CH2:3][CH2:4][CH2:5][CH2:6][CH2:7][CH2:8][CH2:9][CH2:10][CH2:11][CH2:12][CH2:13][CH2:14][CH2:15][CH3:16]. The yield is 0.960.